This data is from Catalyst prediction with 721,799 reactions and 888 catalyst types from USPTO. The task is: Predict which catalyst facilitates the given reaction. (1) Reactant: [F:1][C:2]1[CH:3]=[C:4]([C@H:8]2[NH:13][CH2:12][C@@H:11]([CH3:14])[O:10][CH2:9]2)[CH:5]=[CH:6][CH:7]=1.Cl[C:16]1[N:17]=[CH:18][C:19]2[O:20][CH2:21][C:22](=[O:26])[NH:23][C:24]=2[N:25]=1. Product: [F:1][C:2]1[CH:3]=[C:4]([C@H:8]2[CH2:9][O:10][C@@H:11]([CH3:14])[CH2:12][N:13]2[C:16]2[N:17]=[CH:18][C:19]3[O:20][CH2:21][C:22](=[O:26])[NH:23][C:24]=3[N:25]=2)[CH:5]=[CH:6][CH:7]=1. The catalyst class is: 16. (2) Reactant: [Cl:1][C:2]1[CH:14]=[CH:13][C:5]2[NH:6][C:7]([S:9]([CH3:12])(=O)=O)=[N:8][C:4]=2[CH:3]=1.SC1[C:24]2[NH:23][C:22](=[O:25])[NH:21][C:20]=2[CH:19]=[CH:18][CH:17]=1. Product: [Cl:1][C:2]1[CH:14]=[CH:13][C:5]2[NH:6][C:7]([S:9][C:12]3[C:24]4[NH:23][C:22](=[O:25])[NH:21][C:20]=4[CH:19]=[CH:18][CH:17]=3)=[N:8][C:4]=2[CH:3]=1. The catalyst class is: 32. (3) Reactant: [Br:1][C:2]1[CH:7]=[CH:6][CH:5]=[C:4]([N+:8]([O-:10])=[O:9])[C:3]=1[OH:11].[C:12]([O-])([O-])=O.[K+].[K+].CI. Product: [Br:1][C:2]1[CH:7]=[CH:6][CH:5]=[C:4]([N+:8]([O-:10])=[O:9])[C:3]=1[O:11][CH3:12]. The catalyst class is: 21. (4) Reactant: [Br:1][C:2]1[CH:24]=[N:23][C:5]2[N:6]([CH3:22])[C:7](=[O:21])[N:8]([CH2:11][CH2:12][CH2:13][O:14][CH:15]3[CH2:20][CH2:19][CH2:18][CH2:17][O:16]3)[C:9](=[O:10])[C:4]=2[C:3]=1[CH:25]([C:27]1[CH:32]=[CH:31]C(Cl)=CC=1)[OH:26].[Li+].[CH3:35]C([N-]C(C)C)C.CC(C)CC=O. Product: [Br:1][C:2]1[CH:24]=[N:23][C:5]2[N:6]([CH3:22])[C:7](=[O:21])[N:8]([CH2:11][CH2:12][CH2:13][O:14][CH:15]3[CH2:20][CH2:19][CH2:18][CH2:17][O:16]3)[C:9](=[O:10])[C:4]=2[C:3]=1[CH:25]([OH:26])[CH2:27][CH:32]([CH3:35])[CH3:31]. The catalyst class is: 677. (5) Reactant: [NH2:1][C:2]1[CH:7]=[CH:6][CH:5]=[CH:4][C:3]=1[CH3:8].[N+:9]([C:12]1[CH:13]=[C:14]([N:18]=[C:19]=[O:20])[CH:15]=[CH:16][CH:17]=1)([O-:11])=[O:10]. Product: [N+:9]([C:12]1[CH:13]=[C:14]([NH:18][C:19]([NH:1][C:2]2[CH:7]=[CH:6][CH:5]=[CH:4][C:3]=2[CH3:8])=[O:20])[CH:15]=[CH:16][CH:17]=1)([O-:11])=[O:10]. The catalyst class is: 2. (6) Reactant: [C:1]([CH:5]1[CH2:10][CH2:9][CH:8]([N:11]([CH2:23][C:24]2[CH:33]=[CH:32][C:27]([C:28]([O:30]C)=[O:29])=[CH:26][CH:25]=2)[C:12]2[N:16]([CH3:17])[C:15]3[CH:18]=[C:19]([OH:22])[CH:20]=[CH:21][C:14]=3[N:13]=2)[CH2:7][CH2:6]1)([CH3:4])([CH3:3])[CH3:2].[Li+].[OH-].CCOC(C)=O.Cl. Product: [C:1]([CH:5]1[CH2:10][CH2:9][CH:8]([N:11]([CH2:23][C:24]2[CH:25]=[CH:26][C:27]([C:28]([OH:30])=[O:29])=[CH:32][CH:33]=2)[C:12]2[N:16]([CH3:17])[C:15]3[CH:18]=[C:19]([OH:22])[CH:20]=[CH:21][C:14]=3[N:13]=2)[CH2:7][CH2:6]1)([CH3:4])([CH3:2])[CH3:3]. The catalyst class is: 38. (7) Reactant: C([Li])CCC.Br[C:7]1[CH:8]=[N:9][CH:10]=[N:11][CH:12]=1.[C:13]([O:17][C:18]([N:20]1[CH:25]2[CH2:26][CH2:27][CH:21]1[CH2:22][C:23](=[O:28])[CH2:24]2)=[O:19])([CH3:16])([CH3:15])[CH3:14].[Cl-].[NH4+]. Product: [C:13]([O:17][C:18]([N:20]1[CH:25]2[CH2:26][CH2:27][CH:21]1[CH2:22][C:23]([OH:28])([C:7]1[CH:8]=[N:9][CH:10]=[N:11][CH:12]=1)[CH2:24]2)=[O:19])([CH3:16])([CH3:14])[CH3:15]. The catalyst class is: 56.